This data is from Reaction yield outcomes from USPTO patents with 853,638 reactions. The task is: Predict the reaction yield, written as a fraction of the theoretical maximum amount of product (1.0 means a 100% yield; for example, 0.34 means a 34% yield). The reactants are CN([CH2:4][C:5]1[C:6]2[S:16][CH:15]=[CH:14][C:7]=2[NH:8][C:9]=1[C:10]([O:12][CH3:13])=[O:11])C.CI.[BH4-].[Na+].Cl.CC1CCCCC1.C. No catalyst specified. The product is [CH3:4][C:5]1[C:6]2[S:16][CH:15]=[CH:14][C:7]=2[NH:8][C:9]=1[C:10]([O:12][CH3:13])=[O:11]. The yield is 0.430.